Dataset: M1 muscarinic receptor antagonist screen with 61,756 compounds. Task: Binary Classification. Given a drug SMILES string, predict its activity (active/inactive) in a high-throughput screening assay against a specified biological target. (1) The molecule is S(CC(=O)N1CCCCCC1)c1ncccc1C(O)=O. The result is 0 (inactive). (2) The result is 0 (inactive). The compound is s1c(N(CCCC)C(=O)c2occc2)nnc1c1cc(OC)c(OC)c(OC)c1.